This data is from Catalyst prediction with 721,799 reactions and 888 catalyst types from USPTO. The task is: Predict which catalyst facilitates the given reaction. (1) Reactant: [CH3:1][O:2][CH2:3][O:4][C:5]1[CH:6]=[C:7]([C:11]2[C:16]([CH2:17][C:18]([O:20][CH3:21])=[O:19])=[C:15]([CH3:22])[N:14]=[C:13]([C:23]3[CH:28]=[CH:27][CH:26]=[CH:25][CH:24]=3)[N:12]=2)[CH:8]=[CH:9][CH:10]=1.[Li+].C[Si]([N-][Si](C)(C)C)(C)C.I[CH2:40][CH2:41][CH3:42]. Product: [CH3:1][O:2][CH2:3][O:4][C:5]1[CH:6]=[C:7]([C:11]2[C:16]([CH:17]([CH2:40][CH2:41][CH3:42])[C:18]([O:20][CH3:21])=[O:19])=[C:15]([CH3:22])[N:14]=[C:13]([C:23]3[CH:28]=[CH:27][CH:26]=[CH:25][CH:24]=3)[N:12]=2)[CH:8]=[CH:9][CH:10]=1. The catalyst class is: 3. (2) Reactant: [CH:1]([NH:4][C:5]1[CH:12]=[CH:11][CH:10]=[C:9]([C:13]2[CH:18]=[CH:17][CH:16]=[CH:15][CH:14]=2)[C:6]=1[C:7]#[N:8])([CH3:3])[CH3:2].[H-].[Al+3].[Li+].[H-].[H-].[H-].S([O-])([O-])(=O)=O.[Na+].[Na+]. Product: [CH:1]([NH:4][C:5]1[CH:12]=[CH:11][CH:10]=[C:9]([C:13]2[CH:18]=[CH:17][CH:16]=[CH:15][CH:14]=2)[C:6]=1[CH2:7][NH2:8])([CH3:3])[CH3:2]. The catalyst class is: 7. (3) Reactant: [CH2:1]([O:19][C@H:20]1[C@H:24]([O:25][CH2:26][CH2:27][CH2:28][CH2:29][CH2:30][CH2:31][CH2:32][CH2:33]/[CH:34]=[CH:35]\[CH2:36]/[CH:37]=[CH:38]\[CH2:39][CH2:40][CH2:41][CH2:42][CH3:43])[CH2:23][NH:22][CH2:21]1)[CH2:2][CH2:3][CH2:4][CH2:5][CH2:6][CH2:7][CH2:8]/[CH:9]=[CH:10]\[CH2:11]/[CH:12]=[CH:13]\[CH2:14][CH2:15][CH2:16][CH2:17][CH3:18].Cl.[CH3:45][N:46]([CH3:51])[CH2:47][C:48](O)=[O:49].C(N(C(C)C)CC)(C)C. Product: [CH3:45][N:46]([CH3:51])[CH2:47][C:48]([N:22]1[CH2:23][C@@H:24]([O:25][CH2:26][CH2:27][CH2:28][CH2:29][CH2:30][CH2:31][CH2:32][CH2:33]/[CH:34]=[CH:35]\[CH2:36]/[CH:37]=[CH:38]\[CH2:39][CH2:40][CH2:41][CH2:42][CH3:43])[C@H:20]([O:19][CH2:1][CH2:2][CH2:3][CH2:4][CH2:5][CH2:6][CH2:7][CH2:8]/[CH:9]=[CH:10]\[CH2:11]/[CH:12]=[CH:13]\[CH2:14][CH2:15][CH2:16][CH2:17][CH3:18])[CH2:21]1)=[O:49]. The catalyst class is: 22. (4) Reactant: [C:1]1([C@H:11]([N:13]([CH2:21][CH:22]2[CH2:26][CH2:25][NH:24][CH2:23]2)C(=O)OC(C)(C)C)[CH3:12])[C:10]2[C:5](=[CH:6][CH:7]=[CH:8][CH:9]=2)[CH:4]=[CH:3][CH:2]=1.[C:27]([Cl:35])(=[O:34])[C:28]1[CH:33]=[CH:32][CH:31]=[CH:30][CH:29]=1.C(=O)(O)[O-].[Na+]. The catalyst class is: 1. Product: [ClH:35].[C:27]([N:24]1[CH2:25][CH2:26][CH:22]([CH2:21][NH:13][C@@H:11]([C:1]2[C:10]3[C:5](=[CH:6][CH:7]=[CH:8][CH:9]=3)[CH:4]=[CH:3][CH:2]=2)[CH3:12])[CH2:23]1)(=[O:34])[C:28]1[CH:33]=[CH:32][CH:31]=[CH:30][CH:29]=1. (5) Reactant: ClC1C=CC=[C:4]([C:8]([O:10]O)=[O:9])C=1.[CH3:12][O:13][N:14]([CH3:24])[C:15](=[O:23])[C:16]1[CH:21]=[CH:20][CH:19]=[C:18]([CH3:22])[N:17]=1. Product: [C:8]([O:10][CH2:22][C:18]1[CH:19]=[CH:20][CH:21]=[C:16]([C:15](=[O:23])[N:14]([O:13][CH3:12])[CH3:24])[N:17]=1)(=[O:9])[CH3:4]. The catalyst class is: 4.